This data is from Reaction yield outcomes from USPTO patents with 853,638 reactions. The task is: Predict the reaction yield, written as a fraction of the theoretical maximum amount of product (1.0 means a 100% yield; for example, 0.34 means a 34% yield). (1) The reactants are [OH:1][CH2:2][CH2:3][C:4]1[CH:9]=[CH:8][C:7]([CH2:10][CH2:11][N:12]2[C:20](=[O:21])[C:19]3[C:14](=[CH:15][CH:16]=[CH:17][CH:18]=3)[C:13]2=[O:22])=[CH:6][CH:5]=1.C(N(CC)CC)C.[CH3:30][S:31](Cl)(=[O:33])=[O:32].C(=O)([O-])[O-].[K+].[K+]. The catalyst is C(C(C)=O)C. The product is [O:21]=[C:20]1[C:19]2[C:14](=[CH:15][CH:16]=[CH:17][CH:18]=2)[C:13](=[O:22])[N:12]1[CH2:11][CH2:10][C:7]1[CH:6]=[CH:5][C:4]([CH2:3][CH2:2][O:1][S:31]([CH3:30])(=[O:33])=[O:32])=[CH:9][CH:8]=1. The yield is 0.920. (2) The reactants are [Br:1][C:2]1[CH:10]=[C:9]2[C:5]([CH:6]=[N:7][NH:8]2)=[CH:4][CH:3]=1.C([O-])([O-])=O.[Cs+].[Cs+].[Cl:17][C:18]1[CH:23]=[C:22]([Cl:24])[CH:21]=[CH:20][C:19]=1[C@@H:25](Cl)[CH3:26]. The catalyst is CN1CCCC1=O.C(OCC)(=O)C. The product is [Br:1][C:2]1[CH:10]=[C:9]2[C:5]([CH:6]=[N:7][N:8]2[C@@H:25]([C:19]2[CH:20]=[CH:21][C:22]([Cl:24])=[CH:23][C:18]=2[Cl:17])[CH3:26])=[CH:4][CH:3]=1. The yield is 0.390. (3) The reactants are [Br:1][C:2]1[C:7]([F:8])=[C:6]([C:9]2[CH:10]=[N:11][C:12]([C:15]([F:18])([F:17])[F:16])=[N:13][CH:14]=2)[CH:5]=[C:4]([CH3:19])[N:3]=1.C(Cl)(Cl)(Cl)Cl.C1C(=O)N([Br:32])C(=O)C1. The catalyst is C(OCC)(=O)C. The product is [Br:1][C:2]1[C:7]([F:8])=[C:6]([C:9]2[CH:14]=[N:13][C:12]([C:15]([F:17])([F:18])[F:16])=[N:11][CH:10]=2)[CH:5]=[C:4]([CH2:19][Br:32])[N:3]=1. The yield is 0.510. (4) The reactants are P(=O)(O)(O)O.O.C1([C@H](N)C)C=CC=CC=1.[CH2:16]([N:23]([CH2:33][C:34]1[CH:39]=[CH:38][CH:37]=[CH:36][CH:35]=1)[C@@H:24]1[CH2:28][C@H:27]([C:29]([OH:31])=[O:30])[C@H:26]([CH3:32])[CH2:25]1)[C:17]1[CH:22]=[CH:21][CH:20]=[CH:19][CH:18]=1. The catalyst is CC(OC)(C)C. The product is [CH2:33]([N:23]([CH2:16][C:17]1[CH:22]=[CH:21][CH:20]=[CH:19][CH:18]=1)[C@@H:24]1[CH2:28][C@H:27]([C:29]([OH:31])=[O:30])[C@H:26]([CH3:32])[CH2:25]1)[C:34]1[CH:35]=[CH:36][CH:37]=[CH:38][CH:39]=1. The yield is 0.990. (5) The reactants are [NH2:1][C:2]([NH2:4])=[O:3].O=[C:6]([CH3:13])[CH2:7][C:8]([O:10][CH2:11][CH3:12])=[O:9].[Br:14][C:15]1[CH:22]=[C:21]([F:23])[CH:20]=[CH:19][C:16]=1[CH:17]=O.Cl[Si](C)(C)C.[I-].[Na+]. The catalyst is C(#N)C. The product is [Br:14][C:15]1[CH:22]=[C:21]([F:23])[CH:20]=[CH:19][C:16]=1[CH:17]1[C:7]([C:8]([O:10][CH2:11][CH3:12])=[O:9])=[C:6]([CH3:13])[NH:4][C:2](=[O:3])[NH:1]1. The yield is 0.400. (6) The reactants are [CH2:1]([N:8]1[CH2:14][C:13]2[N:15]=[CH:16][C:17](Cl)=[N:18][C:12]=2[O:11][CH2:10][CH2:9]1)[C:2]1[CH:7]=[CH:6][CH:5]=[CH:4][CH:3]=1.[CH3:20][NH:21][CH:22]([CH3:24])[CH3:23].CC(C1C=C(C(C)C)C(C2C=CC=CC=2P(C2CCCCC2)C2CCCCC2)=C(C(C)C)C=1)C.CC(C)([O-])C.[Na+]. The catalyst is C1(C)C=CC=CC=1.C1C=CC(/C=C/C(/C=C/C2C=CC=CC=2)=O)=CC=1.C1C=CC(/C=C/C(/C=C/C2C=CC=CC=2)=O)=CC=1.C1C=CC(/C=C/C(/C=C/C2C=CC=CC=2)=O)=CC=1.[Pd].[Pd].O. The product is [CH2:1]([N:8]1[CH2:14][C:13]2[N:15]=[CH:16][C:17]([N:21]([CH3:20])[CH:22]([CH3:24])[CH3:23])=[N:18][C:12]=2[O:11][CH2:10][CH2:9]1)[C:2]1[CH:7]=[CH:6][CH:5]=[CH:4][CH:3]=1. The yield is 0.140. (7) The reactants are C1(P(C2C=CC=CC=2)C2C=CC=CC=2)C=CC=CC=1.BrN1C(=O)CCC1=O.[CH:28]1([CH2:33][CH:34]([C:38]2[CH:43]=[CH:42][C:41]([S:44]([CH3:47])(=[O:46])=[O:45])=[C:40]([N+:48]([O-:50])=[O:49])[CH:39]=2)[C:35]([OH:37])=O)[CH2:32][CH2:31][CH2:30][CH2:29]1.[NH2:51][C:52]1[S:53][CH:54]=[CH:55][N:56]=1. The catalyst is C(Cl)Cl. The product is [CH:28]1([CH2:33][CH:34]([C:38]2[CH:43]=[CH:42][C:41]([S:44]([CH3:47])(=[O:45])=[O:46])=[C:40]([N+:48]([O-:50])=[O:49])[CH:39]=2)[C:35]([NH:51][C:52]2[S:53][CH:54]=[CH:55][N:56]=2)=[O:37])[CH2:32][CH2:31][CH2:30][CH2:29]1. The yield is 0.520. (8) The reactants are Br[C:2]1[CH:7]=[C:6]([CH3:8])[C:5]([CH3:9])=[CH:4][C:3]=1[N+:10]([O-:12])=[O:11].[NH2:13][CH2:14][CH:15]([NH:23][C:24](=[O:30])[O:25][C:26]([CH3:29])([CH3:28])[CH3:27])[CH2:16][C:17]1[CH:22]=[CH:21][CH:20]=[CH:19][CH:18]=1. The catalyst is CS(C)=O.C(Cl)Cl. The product is [CH3:9][C:5]1[C:6]([CH3:8])=[CH:7][C:2]([NH:13][CH2:14][CH:15]([NH:23][C:24](=[O:30])[O:25][C:26]([CH3:28])([CH3:27])[CH3:29])[CH2:16][C:17]2[CH:22]=[CH:21][CH:20]=[CH:19][CH:18]=2)=[C:3]([N+:10]([O-:12])=[O:11])[CH:4]=1. The yield is 0.620. (9) The reactants are [CH3:1][C@@H:2]1[N:23]2[C:6]3[C:7]([C:19]([C:21]([C:24]([OH:26])=[O:25])=[CH:22]2)=[O:20])=[CH:8][C:9]([F:18])=[C:10]([N:11]2[CH2:16][CH2:15][N:14]([CH3:17])[CH2:13][CH2:12]2)[C:5]=3[O:4][CH2:3]1.[OH2:27]. The catalyst is CS(C)=O. The product is [CH3:1][C@@H:2]1[N:23]2[CH:22]=[C:21]([C:24]([OH:26])=[O:25])[C:19]([C:7]3=[CH:8][C:9]([F:18])=[C:10]([N:11]4[CH2:16][CH2:15][N:14]([CH3:17])[CH2:13][CH2:12]4)[C:5](=[C:6]23)[O:4][CH2:3]1)=[O:20].[CH3:1][C@@H:2]1[N:23]2[CH:22]=[C:21]([C:24]([OH:26])=[O:25])[C:19]([C:7]3=[CH:8][C:9]([F:18])=[C:10]([N:11]4[CH2:16][CH2:15][N:14]([CH3:17])[CH2:13][CH2:12]4)[C:5](=[C:6]23)[O:4][CH2:3]1)=[O:20].[OH2:27]. The yield is 0.840.